From a dataset of Forward reaction prediction with 1.9M reactions from USPTO patents (1976-2016). Predict the product of the given reaction. The product is: [Br:1][C:2]1[C:6]2=[N:7][CH:8]=[CH:9][CH:10]=[C:5]2[S:4][C:3]=1[C:11]([OH:13])=[O:12]. Given the reactants [Br:1][C:2]1[C:6]2=[N:7][CH:8]=[CH:9][CH:10]=[C:5]2[S:4][C:3]=1[C:11]([O:13]C)=[O:12].[Li+].[OH-].C1COCC1.O, predict the reaction product.